Predict the reaction yield, written as a fraction of the theoretical maximum amount of product (1.0 means a 100% yield; for example, 0.34 means a 34% yield). From a dataset of Reaction yield outcomes from USPTO patents with 853,638 reactions. (1) The reactants are [CH3:1][O:2][C:3](=[O:18])[CH:4]=[C:5]1[CH2:10][CH2:9][N:8]([C:11]([O:13][C:14]([CH3:17])([CH3:16])[CH3:15])=[O:12])[CH2:7][CH2:6]1.[H][H]. The catalyst is C(OCC)(=O)C.CO.[Pd]. The product is [CH3:1][O:2][C:3](=[O:18])[CH2:4][CH:5]1[CH2:6][CH2:7][N:8]([C:11]([O:13][C:14]([CH3:16])([CH3:15])[CH3:17])=[O:12])[CH2:9][CH2:10]1. The yield is 0.970. (2) The reactants are [Br:1][C:2]1[CH:3]=[CH:4][C:5]([F:10])=[C:6]([CH:9]=1)[CH:7]=[O:8].[CH2:11](O)[CH2:12][OH:13].CC1C=CC(S(O)(=O)=O)=CC=1. The catalyst is C1(C)C=CC=CC=1. The product is [Br:1][C:2]1[CH:3]=[CH:4][C:5]([F:10])=[C:6]([CH:7]2[O:13][CH2:12][CH2:11][O:8]2)[CH:9]=1. The yield is 0.950. (3) The reactants are [CH2:1]([O:8][C:9]1[CH:18]=[CH:17][C:12]([C:13]([O:15]C)=[O:14])=[CH:11][C:10]=1/[C:19](/[CH3:22])=[CH:20]\[CH3:21])[C:2]1[CH:7]=[CH:6][CH:5]=[CH:4][CH:3]=1.[OH-].[K+]. The catalyst is CO.O. The product is [CH2:1]([O:8][C:9]1[CH:18]=[CH:17][C:12]([C:13]([OH:15])=[O:14])=[CH:11][C:10]=1/[C:19](/[CH3:22])=[CH:20]\[CH3:21])[C:2]1[CH:3]=[CH:4][CH:5]=[CH:6][CH:7]=1. The yield is 0.820. (4) The reactants are [S:1]1[CH:5]=[CH:4][CH:3]=[C:2]1[CH2:6][C:7]([OH:9])=O.C1C=NC2N(O)N=NC=2C=1.CCN(C(C)C)C(C)C.[CH3:29][O:30][C:31](=[O:50])[C:32]1[CH:37]=[CH:36][C:35]([NH:38][CH:39]2[CH2:44][CH2:43][CH2:42][CH2:41][CH:40]2[C:45]([F:48])([F:47])[F:46])=[C:34]([NH2:49])[CH:33]=1. The catalyst is CN(C=O)C.O.C(Cl)CCl. The product is [CH3:29][O:30][C:31](=[O:50])[C:32]1[CH:37]=[CH:36][C:35]([NH:38][CH:39]2[CH2:44][CH2:43][CH2:42][CH2:41][CH:40]2[C:45]([F:48])([F:46])[F:47])=[C:34]([NH:49][C:7](=[O:9])[CH2:6][C:2]2[S:1][CH:5]=[CH:4][CH:3]=2)[CH:33]=1. The yield is 1.00. (5) The reactants are [CH3:1][O:2][C:3]1[S:7][C:6]2=[N:8][C:9]([C:11]3[O:12][C:13]4[CH:19]=[C:18]([O:20][CH3:21])[CH:17]=[C:16]([O:22][CH2:23][C:24]5[CH:29]=[CH:28][CH:27]=[C:26]([C:30]6[CH:35]=[CH:34][C:33]([CH:36]([O:38]C7CCCCO7)[CH3:37])=[CH:32][N:31]=6)[CH:25]=5)[C:14]=4[CH:15]=3)=[CH:10][N:5]2[N:4]=1.C(O)(=O)C.C1COCC1.O. The catalyst is C(OCC)(=O)C. The product is [CH3:21][O:20][C:18]1[CH:17]=[C:16]([O:22][CH2:23][C:24]2[CH:25]=[C:26]([C:30]3[N:31]=[CH:32][C:33]([CH:36]([OH:38])[CH3:37])=[CH:34][CH:35]=3)[CH:27]=[CH:28][CH:29]=2)[C:14]2[CH:15]=[C:11]([C:9]3[N:8]=[C:6]4[N:5]([CH:10]=3)[N:4]=[C:3]([O:2][CH3:1])[S:7]4)[O:12][C:13]=2[CH:19]=1. The yield is 0.880.